Dataset: Forward reaction prediction with 1.9M reactions from USPTO patents (1976-2016). Task: Predict the product of the given reaction. (1) Given the reactants [Cl:1][C:2]1[CH:3]=[C:4](B(O)O)[CH:5]=[CH:6][C:7]=1[F:8].FC(F)(F)S(O[C:18]1[CH2:23][CH2:22][CH:21]([C:24]([O:26][CH2:27][CH3:28])=[O:25])[CH2:20][CH:19]=1)(=O)=O.C([O-])([O-])=O.[Na+].[Na+].CCO, predict the reaction product. The product is: [Cl:1][C:2]1[CH:3]=[C:4]([C:18]2[CH2:23][CH2:22][CH:21]([C:24]([O:26][CH2:27][CH3:28])=[O:25])[CH2:20][CH:19]=2)[CH:5]=[CH:6][C:7]=1[F:8]. (2) Given the reactants [F:1][C:2]1[CH:8]=[C:7](I)[CH:6]=[CH:5][C:3]=1[NH2:4].[F:10][C:11]([F:22])([F:21])[C:12]1[CH:17]=[CH:16][C:15](B(O)O)=[CH:14][CH:13]=1.C(=O)([O-])[O-].[K+].[K+], predict the reaction product. The product is: [F:1][C:2]1[CH:8]=[C:7]([C:15]2[CH:16]=[CH:17][C:12]([C:11]([F:22])([F:21])[F:10])=[CH:13][CH:14]=2)[CH:6]=[CH:5][C:3]=1[NH2:4]. (3) Given the reactants [Br:1][C:2]1[CH:15]=[CH:14][C:13]2[C:12](=O)[C:11]3[C:6](=[CH:7][CH:8]=[C:9]([Br:17])[CH:10]=3)[C:5](=O)[C:4]=2[CH:3]=1.[OH-].[Na+], predict the reaction product. The product is: [Br:1][C:2]1[CH:15]=[CH:14][C:13]2[C:4](=[CH:5][C:6]3[C:11]([CH:12]=2)=[CH:10][C:9]([Br:17])=[CH:8][CH:7]=3)[CH:3]=1. (4) Given the reactants [CH3:1][C:2]([CH3:8])([CH3:7])[C:3](=[CH2:6])[CH:4]=O.ClC1C=[C:12](C=CC=1)[CH:13]=[O:14].[CH3:18][Si:19]([CH3:26])([CH3:25])N[Si:19]([CH3:26])([CH3:25])[CH3:18].C([Li])CCC.C[Si](Cl)(C)C.C([N:39](CC)CC)C.C(Cl)(=O)C, predict the reaction product. The product is: [CH3:1][C:2]([CH3:8])([CH3:7])[C:3]([CH:4]=[N:39][C:13]([O:12][Si:19]([CH3:26])([CH3:25])[CH3:18])=[CH2:14])=[CH2:6]. (5) Given the reactants C(OC(=O)[NH:7][C@H:8]1[CH2:13][CH2:12][C@H:11]([CH2:14][CH2:15][N:16]2[C:21]3[CH:22]=[C:23]([C:26]#[N:27])[CH:24]=[CH:25][C:20]=3[O:19][CH2:18][C:17]2=[O:28])[CH2:10][CH2:9]1)(C)(C)C.NC1CCN(CCN2C3C(=CC=C(C#N)C=3)C=CC2=O)CC1, predict the reaction product. The product is: [NH2:7][C@H:8]1[CH2:13][CH2:12][C@H:11]([CH2:14][CH2:15][N:16]2[C:21]3[CH:22]=[C:23]([C:26]#[N:27])[CH:24]=[CH:25][C:20]=3[O:19][CH2:18][C:17]2=[O:28])[CH2:10][CH2:9]1. (6) Given the reactants [CH:1]1([C:4]([C:6]2[C:14]3[CH:13]=[CH:12][C:11]([C:21]4[CH:26]=[CH:25][CH:24]=[CH:23][CH:22]=4)([C:15]4[CH:20]=[CH:19][CH:18]=[CH:17][CH:16]=4)[CH2:10][C:9]=3[NH:8][N:7]=2)=[O:5])[CH2:3][CH2:2]1.[H-].[Na+].Cl[CH2:30][O:31][CH2:32][CH2:33][Si:34]([CH3:37])([CH3:36])[CH3:35].O, predict the reaction product. The product is: [CH:1]1([C:4]([C:6]2[C:14]3[CH:13]=[CH:12][C:11]([C:21]4[CH:22]=[CH:23][CH:24]=[CH:25][CH:26]=4)([C:15]4[CH:20]=[CH:19][CH:18]=[CH:17][CH:16]=4)[CH2:10][C:9]=3[N:8]([CH2:30][O:31][CH2:32][CH2:33][Si:34]([CH3:37])([CH3:36])[CH3:35])[N:7]=2)=[O:5])[CH2:2][CH2:3]1.